Dataset: Forward reaction prediction with 1.9M reactions from USPTO patents (1976-2016). Task: Predict the product of the given reaction. (1) Given the reactants [CH3:1][CH:2]1[CH2:7][CH2:6][N:5]([C:8]2[CH:13]=[C:12]([N:14]3[CH2:19][CH2:18][NH:17][CH2:16][CH2:15]3)[CH:11]=[CH:10][C:9]=2[NH:20][C:21]([C:23]2[O:24][C:25]([C:28]#[N:29])=[CH:26][CH:27]=2)=[O:22])[CH2:4][CH2:3]1.FC(F)(F)C(O)=O.[CH3:37][S:38](Cl)(=[O:40])=[O:39].CCN(C(C)C)C(C)C, predict the reaction product. The product is: [CH3:37][S:38]([N:17]1[CH2:18][CH2:19][N:14]([C:12]2[CH:11]=[CH:10][C:9]([NH:20][C:21]([C:23]3[O:24][C:25]([C:28]#[N:29])=[CH:26][CH:27]=3)=[O:22])=[C:8]([N:5]3[CH2:4][CH2:3][CH:2]([CH3:1])[CH2:7][CH2:6]3)[CH:13]=2)[CH2:15][CH2:16]1)(=[O:40])=[O:39]. (2) Given the reactants [Cl:1][C:2]1[CH:3]=[C:4]([CH:18]=[CH:19][C:20]=1[Cl:21])[O:5][CH:6]1[CH2:11][CH2:10][N:9]([CH2:12][CH:13]([NH2:17])[CH:14]([CH3:16])[CH3:15])[CH2:8][CH2:7]1.[CH3:22][C:23]1[CH:31]=[CH:30][C:26]([C:27](Cl)=[O:28])=[CH:25][CH:24]=1.C([O-])(O)=O.[Na+].Cl, predict the reaction product. The product is: [ClH:1].[Cl:1][C:2]1[CH:3]=[C:4]([CH:18]=[CH:19][C:20]=1[Cl:21])[O:5][CH:6]1[CH2:7][CH2:8][N:9]([CH2:12][CH:13]([NH:17][C:27](=[O:28])[C:26]2[CH:30]=[CH:31][C:23]([CH3:22])=[CH:24][CH:25]=2)[CH:14]([CH3:15])[CH3:16])[CH2:10][CH2:11]1. (3) Given the reactants [CH2:1]([O:21][C:22]1[CH:28]=[CH:27][C:25]([NH2:26])=[C:24]([CH3:29])[CH:23]=1)[CH2:2][CH2:3][CH2:4][CH2:5][CH2:6][CH2:7][CH2:8][CH2:9][CH2:10][CH2:11][CH2:12][CH2:13][CH2:14][CH2:15][CH2:16][CH2:17][CH2:18][CH2:19][CH3:20].[C:30]([C:33]1[CH:38]=[CH:37][CH:36]=[C:35]([C:39](=O)[CH3:40])[N:34]=1)(=O)[CH3:31], predict the reaction product. The product is: [CH2:1]([O:21][C:22]1[CH:28]=[CH:27][C:25]([N:26]=[C:30]([C:33]2[CH:38]=[CH:37][CH:36]=[C:35]([C:39](=[N:26][C:25]3[CH:27]=[CH:28][C:22]([O:21][CH2:1][CH2:2][CH2:3][CH2:4][CH2:5][CH2:6][CH2:7][CH2:8][CH2:9][CH2:10][CH2:11][CH2:12][CH2:13][CH2:14][CH2:15][CH2:16][CH2:17][CH2:18][CH2:19][CH3:20])=[CH:23][C:24]=3[CH3:29])[CH3:40])[N:34]=2)[CH3:31])=[C:24]([CH3:29])[CH:23]=1)[CH2:2][CH2:3][CH2:4][CH2:5][CH2:6][CH2:7][CH2:8][CH2:9][CH2:10][CH2:11][CH2:12][CH2:13][CH2:14][CH2:15][CH2:16][CH2:17][CH2:18][CH2:19][CH3:20]. (4) Given the reactants [C:1](=O)([O-])[O-].[K+].[K+].S([O:12][CH3:13])(OC)(=O)=O.[Cl:14][C:15]1[CH:20]=[CH:19][C:18]([CH2:21][C:22]([OH:24])=[O:23])=[CH:17][C:16]=1O.CI, predict the reaction product. The product is: [Cl:14][C:15]1[CH:20]=[CH:19][C:18]([CH2:21][C:22]([O:24][CH3:1])=[O:23])=[CH:17][C:16]=1[O:12][CH3:13]. (5) The product is: [CH3:3][N:4]([CH3:9])[CH2:5][CH2:6][CH2:7][O:8][C:11]1[N:12]=[C:13]([OH:21])[C:14]2[CH:20]=[CH:19][N:18]=[CH:17][C:15]=2[N:16]=1. Given the reactants [H-].[Na+].[CH3:3][N:4]([CH3:9])[CH2:5][CH2:6][CH2:7][OH:8].Cl[C:11]1[N:12]=[C:13]([OH:21])[C:14]2[CH:20]=[CH:19][N:18]=[CH:17][C:15]=2[N:16]=1, predict the reaction product. (6) The product is: [CH2:7]([C:8]1[CH:9]=[CH:10][C:11]([S:15]([OH:18])(=[O:17])=[O:16])=[CH:12][CH:13]=1)[C:1]1[CH:6]=[CH:5][CH:4]=[CH:3][CH:2]=1. Given the reactants [C:1]1([CH2:7][C:8]2[CH:13]=[CH:12][CH:11]=[CH:10][CH:9]=2)[CH:6]=[CH:5][CH:4]=[CH:3][CH:2]=1.Cl[S:15]([OH:18])(=[O:17])=[O:16], predict the reaction product. (7) Given the reactants [NH2:1][C:2]1[S:3][C:4]([C:12]2[CH:17]=[CH:16][CH:15]=[CH:14][CH:13]=2)=[CH:5][C:6]=1[C:7]([O:9][CH2:10][CH3:11])=[O:8].[C:18]1(B(O)O)[CH:23]=[CH:22][CH:21]=[CH:20][CH:19]=1.C(N(CC)CC)C, predict the reaction product. The product is: [NH:1]([C:2]1[S:3][C:4]([C:12]2[CH:17]=[CH:16][CH:15]=[CH:14][CH:13]=2)=[CH:5][C:6]=1[C:7]([O:9][CH2:10][CH3:11])=[O:8])[C:18]1[CH:23]=[CH:22][CH:21]=[CH:20][CH:19]=1. (8) Given the reactants C[O:2][C:3]1[CH:4]=[C:5]2[C:9](=[CH:10][CH:11]=1)[NH:8][C:7](=[O:12])[C:6]2=[C:13]([C:15]1[NH:16][CH:17]=[CH:18][CH:19]=1)[CH3:14].B(Br)(Br)Br, predict the reaction product. The product is: [OH:2][C:3]1[CH:4]=[C:5]2[C:9](=[CH:10][CH:11]=1)[NH:8][C:7](=[O:12])[C:6]2=[C:13]([C:15]1[NH:16][CH:17]=[CH:18][CH:19]=1)[CH3:14]. (9) The product is: [CH3:17][C:18]1([CH3:22])[C@@H:4]2[CH2:3][C@H:8]1[CH2:7][CH2:6][C@H:5]2[CH2:9][N:12]1[CH:16]=[CH:15][CH:14]=[N:13]1. Given the reactants CN(C)[C:3]1[CH:4]=[C:5]([CH2:9]O)[CH:6]=[CH:7][CH:8]=1.[NH:12]1[CH:16]=[CH:15][CH:14]=[N:13]1.[CH3:17][C:18]1(C)[C:22](C)(C)OB(C2C=NNC=2)O1, predict the reaction product.